This data is from Forward reaction prediction with 1.9M reactions from USPTO patents (1976-2016). The task is: Predict the product of the given reaction. (1) Given the reactants [CH2:1](/[C:3](/[N:9]=N/C(OC(C)(C)C)=O)=[CH:4]\[C:5]([O:7][CH3:8])=[O:6])[CH3:2].[C:18]1([NH2:25])[CH:23]=[CH:22][CH:21]=[CH:20][C:19]=1N.O.O1CCC[CH2:28]1, predict the reaction product. The product is: [CH2:1]([C:3]1[C:4]([C:5]([O:7][CH2:8][CH3:28])=[O:6])=[N:25][C:18]2[C:23]([N:9]=1)=[CH:22][CH:21]=[CH:20][CH:19]=2)[CH3:2]. (2) Given the reactants C[O:2][C:3]([CH:5]1[CH2:9][CH:8]([NH:10][CH2:11][C:12]2[CH:17]=[C:16]([C:18]([F:21])([F:20])[F:19])[CH:15]=[C:14]([C:22]([F:25])([F:24])[F:23])[CH:13]=2)[CH2:7][N:6]1[CH2:26][C:27]1[CH:32]=[CH:31][CH:30]=[CH:29][CH:28]=1)=[O:4].[Li+].[OH-], predict the reaction product. The product is: [CH2:26]([N:6]1[CH2:7][CH:8]([NH:10][CH2:11][C:12]2[CH:17]=[C:16]([C:18]([F:19])([F:20])[F:21])[CH:15]=[C:14]([C:22]([F:25])([F:23])[F:24])[CH:13]=2)[CH2:9][CH:5]1[C:3]([OH:4])=[O:2])[C:27]1[CH:28]=[CH:29][CH:30]=[CH:31][CH:32]=1. (3) Given the reactants [N+:1]([C:4]1[CH:5]=[CH:6][C:7]2[CH2:13][CH2:12][CH2:11][NH:10][C:9](=S)[C:8]=2[CH:15]=1)([O-:3])=[O:2].CO[CH:18](OC)[CH2:19][NH2:20].C1(C)C=CC(S(O)(=O)=O)=CC=1, predict the reaction product. The product is: [N+:1]([C:4]1[CH:5]=[CH:6][C:7]2[CH2:13][CH2:12][CH2:11][N:10]3[C:9](=[N:20][CH:19]=[CH:18]3)[C:8]=2[CH:15]=1)([O-:3])=[O:2]. (4) Given the reactants [CH3:1][C:2]1[O:6][C:5]([NH2:7])=[N:4][CH:3]=1.Br[C:9]1[C:10](=[O:17])[N:11]([CH3:16])[CH:12]=[C:13]([Br:15])[CH:14]=1.CC1(C)C2C(=C(P(C3C=CC=CC=3)C3C=CC=CC=3)C=CC=2)OC2C(P(C3C=CC=CC=3)C3C=CC=CC=3)=CC=CC1=2.C([O-])([O-])=O.[Cs+].[Cs+], predict the reaction product. The product is: [Br:15][C:13]1[CH:14]=[C:9]([NH:7][C:5]2[O:6][C:2]([CH3:1])=[CH:3][N:4]=2)[C:10](=[O:17])[N:11]([CH3:16])[CH:12]=1.